Task: Regression. Given a peptide amino acid sequence and an MHC pseudo amino acid sequence, predict their binding affinity value. This is MHC class I binding data.. Dataset: Peptide-MHC class I binding affinity with 185,985 pairs from IEDB/IMGT (1) The peptide sequence is STDFLDPAT. The MHC is HLA-A02:01 with pseudo-sequence HLA-A02:01. The binding affinity (normalized) is 0. (2) The peptide sequence is RLPGPSDTPI. The MHC is HLA-A29:02 with pseudo-sequence HLA-A29:02. The binding affinity (normalized) is 0. (3) The peptide sequence is RPSGPGPEL. The MHC is HLA-A03:01 with pseudo-sequence HLA-A03:01. The binding affinity (normalized) is 0.0847. (4) The peptide sequence is FTWQHNYYL. The MHC is HLA-A80:01 with pseudo-sequence HLA-A80:01. The binding affinity (normalized) is 0.0847. (5) The peptide sequence is KLLQICMWF. The MHC is HLA-B08:01 with pseudo-sequence HLA-B08:01. The binding affinity (normalized) is 0.0847. (6) The peptide sequence is REIGSLLHGL. The MHC is HLA-B40:01 with pseudo-sequence HLA-B40:01. The binding affinity (normalized) is 0.156. (7) The peptide sequence is MIKYCLLKILK. The MHC is HLA-C06:02 with pseudo-sequence HLA-C06:02. The binding affinity (normalized) is 0.0847.